Dataset: Full USPTO retrosynthesis dataset with 1.9M reactions from patents (1976-2016). Task: Predict the reactants needed to synthesize the given product. Given the product [F:1][C:2]([F:8])([F:7])[S:3]([O:6][S:3]([C:2]([F:8])([F:7])[F:1])(=[O:5])=[O:4])(=[O:5])=[O:4], predict the reactants needed to synthesize it. The reactants are: [F:1][C:2]([F:8])([F:7])[S:3]([O-:6])(=[O:5])=[O:4].ClCCl.C(N(CC)CC)C.